Task: Predict the reactants needed to synthesize the given product.. Dataset: Full USPTO retrosynthesis dataset with 1.9M reactions from patents (1976-2016) (1) Given the product [CH3:49][O:48][C:34]1[CH:35]=[C:36]([C:7]2[CH2:8][CH2:9][N:10]([C:13]([O:15][CH2:16][C:17]3[CH:22]=[CH:21][CH:20]=[CH:19][CH:18]=3)=[O:14])[CH2:11][CH:12]=2)[CH:37]=[CH:38][C:33]=1[NH:32][C:30]([O:29][C:25]([CH3:28])([CH3:27])[CH3:26])=[O:31], predict the reactants needed to synthesize it. The reactants are: FC(F)(F)S(O[C:7]1[CH2:8][CH2:9][N:10]([C:13]([O:15][CH2:16][C:17]2[CH:22]=[CH:21][CH:20]=[CH:19][CH:18]=2)=[O:14])[CH2:11][CH:12]=1)(=O)=O.[C:25]([O:29][C:30]([NH:32][C:33]1[CH:38]=[CH:37][C:36](B2OC(C)(C)C(C)(C)O2)=[CH:35][C:34]=1[O:48][CH3:49])=[O:31])([CH3:28])([CH3:27])[CH3:26].C([O-])(O)=O.[Na+]. (2) Given the product [CH3:22][N:21]1[C:14]2[N:15]([C:16](=[O:18])[N:17]=[C:12]([O:1][CH2:2][C:3]3[CH:4]=[C:5]([CH:8]=[CH:9][CH:10]=3)[C:6]#[N:7])[CH:13]=2)[CH2:19][C@@H:20]1[CH3:23], predict the reactants needed to synthesize it. The reactants are: [OH:1][CH2:2][C:3]1[CH:4]=[C:5]([CH:8]=[CH:9][CH:10]=1)[C:6]#[N:7].Cl[C:12]1[CH:13]=[C:14]2[N:21]([CH3:22])[C@@H:20]([CH3:23])[CH2:19][N:15]2[C:16](=[O:18])[N:17]=1. (3) The reactants are: [C:1]([O:5][C:6]([N:8]1[CH2:13][CH2:12][C:11]([C:14]2[CH:19]=[CH:18][CH:17]=[CH:16][CH:15]=2)=[C:10]([C:20]([OH:22])=[O:21])[CH2:9]1)=[O:7])([CH3:4])([CH3:3])[CH3:2]. Given the product [C:1]([O:5][C:6]([N:8]1[CH2:13][CH2:12][C@H:11]([C:14]2[CH:19]=[CH:18][CH:17]=[CH:16][CH:15]=2)[C@H:10]([C:20]([OH:22])=[O:21])[CH2:9]1)=[O:7])([CH3:4])([CH3:2])[CH3:3], predict the reactants needed to synthesize it. (4) Given the product [Cl:1][C:2]1[CH:7]=[CH:6][N:5]=[C:4]([CH:8]([CH:12]2[CH2:14][CH2:13]2)[CH:9]=[O:10])[C:3]=1[CH3:22], predict the reactants needed to synthesize it. The reactants are: [Cl:1][C:2]1[CH:7]=[CH:6][N:5]=[C:4]([C:8]([CH:12]2[CH2:14][CH2:13]2)=[CH:9][O:10]C)[C:3]=1OC.S(=O)(=O)(O)O.[CH2:22]1COCC1. (5) Given the product [OH:2][C:3]1[C:12]2[C:7](=[CH:8][CH:9]=[CH:10][CH:11]=2)[C:6]([C:13]([OH:15])=[O:14])=[CH:5][CH:4]=1, predict the reactants needed to synthesize it. The reactants are: C[O:2][C:3]1[C:12]2[C:7](=[CH:8][CH:9]=[CH:10][CH:11]=2)[C:6]([C:13]([OH:15])=[O:14])=[CH:5][CH:4]=1.B(Br)(Br)Br. (6) Given the product [CH2:1]([P:3]([OH:10])([CH2:5][CH2:6][C:7]([O:9][CH2:11][CH2:12][CH2:13][CH2:14][OH:15])=[O:8])=[O:4])[CH3:2], predict the reactants needed to synthesize it. The reactants are: [CH2:1]([P:3]([OH:10])([CH2:5][CH2:6][C:7]([OH:9])=[O:8])=[O:4])[CH3:2].[CH2:11](O)[CH2:12][CH2:13][CH2:14][OH:15].